Task: Predict the reactants needed to synthesize the given product.. Dataset: Full USPTO retrosynthesis dataset with 1.9M reactions from patents (1976-2016) (1) Given the product [OH:8][C:9]1[CH:17]=[CH:16][CH:15]=[C:14]2[C:10]=1[CH:11]=[C:12]([C:22]([O:24][CH2:25][CH3:26])=[O:23])[N:13]2[CH2:18][CH:19]([CH3:21])[CH3:20], predict the reactants needed to synthesize it. The reactants are: C([O:8][C:9]1[CH:17]=[CH:16][CH:15]=[C:14]2[C:10]=1[CH:11]=[C:12]([C:22]([O:24][CH2:25][CH3:26])=[O:23])[N:13]2[CH2:18][CH:19]([CH3:21])[CH3:20])C1C=CC=CC=1. (2) Given the product [ClH:18].[Cl:18][C:19]1[CH:24]=[CH:23][C:22]([C:25]2[CH:30]=[CH:29][C:28]([S:31]([NH:17][C:13]3[CH:14]=[C:15]4[C:10](=[CH:11][CH:12]=3)[CH2:9][NH:8][CH2:16]4)(=[O:33])=[O:32])=[CH:27][CH:26]=2)=[CH:21][CH:20]=1, predict the reactants needed to synthesize it. The reactants are: C(OC([N:8]1[CH2:16][C:15]2[C:10](=[CH:11][CH:12]=[C:13]([NH2:17])[CH:14]=2)[CH2:9]1)=O)(C)(C)C.[Cl:18][C:19]1[CH:24]=[CH:23][C:22]([C:25]2[CH:30]=[CH:29][C:28]([S:31](Cl)(=[O:33])=[O:32])=[CH:27][CH:26]=2)=[CH:21][CH:20]=1. (3) The reactants are: [NH2:1][C:2]1[CH:3]=[C:4]([CH:16]=[CH:17][CH:18]=1)[O:5][C:6]1[CH:11]=[CH:10][N:9]=[C:8]2[NH:12][C:13](=[O:15])[NH:14][C:7]=12.[F:19][C:20]1[CH:28]=[CH:27][C:23]([C:24](Cl)=[O:25])=[CH:22][C:21]=1[O:29][C:30]([F:33])([F:32])[F:31]. Given the product [F:19][C:20]1[CH:28]=[CH:27][C:23]([C:24]([NH:1][C:2]2[CH:18]=[CH:17][CH:16]=[C:4]([O:5][C:6]3[CH:11]=[CH:10][N:9]=[C:8]4[NH:12][C:13](=[O:15])[NH:14][C:7]=34)[CH:3]=2)=[O:25])=[CH:22][C:21]=1[O:29][C:30]([F:31])([F:33])[F:32], predict the reactants needed to synthesize it. (4) Given the product [Br:9][C:10]1[N:15]=[C:14]2[N:16]([C:17]3[CH:22]=[CH:21][N:20]=[C:19]([Cl:23])[CH:18]=3)[CH:2]=[N:24][C:13]2=[CH:12][CH:11]=1, predict the reactants needed to synthesize it. The reactants are: Cl[C:2]1C=C(N)C=CN=1.[Br:9][C:10]1[N:15]=[C:14]([NH:16][C:17]2[CH:22]=[CH:21][N:20]=[C:19]([Cl:23])[CH:18]=2)[C:13]([N+:24]([O-])=O)=[CH:12][CH:11]=1.BrC1C([N+]([O-])=O)=CC=C(Br)N=1.C(N(CC)CC)C. (5) Given the product [OH:2][C:3]1[CH:20]=[CH:19][C:6]2[N:7]=[C:8]([C:10]3[CH:15]=[CH:14][CH:13]=[C:12]([OH:16])[C:11]=3[CH3:18])[S:9][C:5]=2[CH:4]=1, predict the reactants needed to synthesize it. The reactants are: C[O:2][C:3]1[CH:20]=[CH:19][C:6]2[N:7]=[C:8]([C:10]3[CH:15]=[CH:14][CH:13]=[C:12]([O:16]C)[C:11]=3[CH3:18])[S:9][C:5]=2[CH:4]=1.B(Br)(Br)Br.